This data is from NCI-60 drug combinations with 297,098 pairs across 59 cell lines. The task is: Regression. Given two drug SMILES strings and cell line genomic features, predict the synergy score measuring deviation from expected non-interaction effect. (1) Drug 1: C1C(C(OC1N2C=NC3=C(N=C(N=C32)Cl)N)CO)O. Drug 2: CNC(=O)C1=NC=CC(=C1)OC2=CC=C(C=C2)NC(=O)NC3=CC(=C(C=C3)Cl)C(F)(F)F. Cell line: CCRF-CEM. Synergy scores: CSS=63.1, Synergy_ZIP=4.76, Synergy_Bliss=2.92, Synergy_Loewe=-31.7, Synergy_HSA=-1.72. (2) Drug 1: CC1=C2C(C(=O)C3(C(CC4C(C3C(C(C2(C)C)(CC1OC(=O)C(C(C5=CC=CC=C5)NC(=O)OC(C)(C)C)O)O)OC(=O)C6=CC=CC=C6)(CO4)OC(=O)C)OC)C)OC. Cell line: TK-10. Drug 2: C1=CC(=C2C(=C1NCCNCCO)C(=O)C3=C(C=CC(=C3C2=O)O)O)NCCNCCO. Synergy scores: CSS=56.9, Synergy_ZIP=-1.28, Synergy_Bliss=-1.62, Synergy_Loewe=6.69, Synergy_HSA=8.46. (3) Drug 1: CN(C)N=NC1=C(NC=N1)C(=O)N. Drug 2: C1C(C(OC1N2C=C(C(=O)NC2=O)F)CO)O. Cell line: SW-620. Synergy scores: CSS=29.7, Synergy_ZIP=-0.626, Synergy_Bliss=-4.52, Synergy_Loewe=-21.0, Synergy_HSA=-7.64. (4) Drug 1: CCC1(CC2CC(C3=C(CCN(C2)C1)C4=CC=CC=C4N3)(C5=C(C=C6C(=C5)C78CCN9C7C(C=CC9)(C(C(C8N6C=O)(C(=O)OC)O)OC(=O)C)CC)OC)C(=O)OC)O.OS(=O)(=O)O. Drug 2: CC(C)NC(=O)C1=CC=C(C=C1)CNNC.Cl. Cell line: HT29. Synergy scores: CSS=30.3, Synergy_ZIP=-4.97, Synergy_Bliss=-5.56, Synergy_Loewe=-40.2, Synergy_HSA=-6.58.